From a dataset of Forward reaction prediction with 1.9M reactions from USPTO patents (1976-2016). Predict the product of the given reaction. (1) Given the reactants [N:1]([CH2:4][C:5]1[CH:14]=[N:13][C:12]2[C:11]([N:15]3[CH2:20][CH2:19][O:18][CH2:17][CH2:16]3)=[N:10][C:9]([C:21]3[CH:26]=[CH:25][CH:24]=[C:23]([O:27]COC)[CH:22]=3)=[N:8][C:7]=2[CH:6]=1)=[N+:2]=[N-:3].[F-:31].[F-].[F-].C(N(SN([CH2:43][CH3:44])CC)CC)C.[C:45]([O-])(O)=O.[Na+], predict the reaction product. The product is: [F:31][CH2:45][C:43]1[N:3]=[N:2][N:1]([CH2:4][C:5]2[CH:14]=[N:13][C:12]3[C:11]([N:15]4[CH2:16][CH2:17][O:18][CH2:19][CH2:20]4)=[N:10][C:9]([C:21]4[CH:22]=[C:23]([OH:27])[CH:24]=[CH:25][CH:26]=4)=[N:8][C:7]=3[CH:6]=2)[CH:44]=1. (2) Given the reactants [Cl:1][C:2]1[CH:3]=[C:4]([CH2:8][C:9]([OH:11])=[O:10])[CH:5]=[CH:6][CH:7]=1.C1C(=O)N([Br:19])C(=O)C1, predict the reaction product. The product is: [Br:19][CH:8]([C:4]1[CH:5]=[CH:6][CH:7]=[C:2]([Cl:1])[CH:3]=1)[C:9]([OH:11])=[O:10]. (3) Given the reactants C1(S([N:10]2[C:14]3[N:15]=[C:16]([C:25]4[CH:30]=[CH:29][CH:28]=[CH:27][CH:26]=4)[N:17]=[C:18]([NH:19][CH2:20][C@H:21]([OH:24])[CH2:22][OH:23])[C:13]=3[CH:12]=[C:11]2[C:31]([N:33]2[CH2:38][CH2:37][C:36]([C:41]3[CH:46]=[CH:45][CH:44]=[CH:43][C:42]=3[Cl:47])([C:39]#[N:40])[CH2:35][CH2:34]2)=[O:32])(=O)=O)C=CC=CC=1.[OH-].[Na+].Cl, predict the reaction product. The product is: [Cl:47][C:42]1[CH:43]=[CH:44][CH:45]=[CH:46][C:41]=1[C:36]1([C:39]#[N:40])[CH2:37][CH2:38][N:33]([C:31]([C:11]2[NH:10][C:14]3[N:15]=[C:16]([C:25]4[CH:30]=[CH:29][CH:28]=[CH:27][CH:26]=4)[N:17]=[C:18]([NH:19][CH2:20][C@H:21]([OH:24])[CH2:22][OH:23])[C:13]=3[CH:12]=2)=[O:32])[CH2:34][CH2:35]1. (4) Given the reactants [O:1]1[CH2:6][CH:5]=[C:4]([C:7]2[CH:30]=[CH:29][C:28]([S:31]([CH3:34])(=[O:33])=[O:32])=[CH:27][C:8]=2[C:9]([N:11]2[CH2:16][CH2:15][N:14]([C:17]3[CH:22]=[CH:21][C:20]([C:23](=O)[CH3:24])=[CH:19][C:18]=3[F:26])[CH2:13][CH2:12]2)=[O:10])[CH2:3][CH2:2]1, predict the reaction product. The product is: [CH2:23]([C:20]1[CH:21]=[CH:22][C:17]([N:14]2[CH2:15][CH2:16][N:11]([C:9]([C:8]3[CH:27]=[C:28]([S:31]([CH3:34])(=[O:33])=[O:32])[CH:29]=[CH:30][C:7]=3[CH:4]3[CH2:5][CH2:6][O:1][CH2:2][CH2:3]3)=[O:10])[CH2:12][CH2:13]2)=[C:18]([F:26])[CH:19]=1)[CH3:24]. (5) Given the reactants Cl.[O:2]([NH2:4])[CH3:3].[OH:5][C:6]1[CH:11]=[CH:10][CH:9]=[CH:8][C:7]=1[CH:12]=[CH:13][C:14](=O)[CH:15]=[CH:16][C:17]1[CH:22]=[CH:21][CH:20]=[CH:19][C:18]=1[OH:23], predict the reaction product. The product is: [CH3:3][O:2][N:4]=[C:14]([CH:13]=[CH:12][C:7]1[CH:8]=[CH:9][CH:10]=[CH:11][C:6]=1[OH:5])[CH:15]=[CH:16][C:17]1[CH:22]=[CH:21][CH:20]=[CH:19][C:18]=1[OH:23]. (6) Given the reactants [CH3:1][N:2]1[C:7]2=[CH:8][S:9][C:10](C)=[C:6]2[C:5](=[O:12])[N:4]([CH3:13])[C:3]1=[O:14].[F:15][C:16]1[CH:17]=[C:18]([C:27]2[N:28]=[C:29]([NH2:32])[S:30][CH:31]=2)[CH:19]=[CH:20][C:21]=1[O:22][C:23]([F:26])([F:25])[F:24].CCN=C=NC[CH2:39][CH2:40]N(C)C.Cl.C1C=CC2N([OH:54])N=NC=2C=1, predict the reaction product. The product is: [CH3:1][N:2]1[C:10]2[S:9][CH:8]=[C:7]([CH2:39][C:40]([NH:32][C:29]3[S:30][CH:31]=[C:27]([C:18]4[CH:19]=[CH:20][C:21]([O:22][C:23]([F:26])([F:24])[F:25])=[C:16]([F:15])[CH:17]=4)[N:28]=3)=[O:54])[C:6]=2[C:5](=[O:12])[N:4]([CH3:13])[C:3]1=[O:14].